From a dataset of Catalyst prediction with 721,799 reactions and 888 catalyst types from USPTO. Predict which catalyst facilitates the given reaction. (1) Reactant: O.[NH2:2][NH2:3].[CH2:4]([O:6][C:7](=[O:18])[C:8](=O)[CH2:9][C:10](=O)[CH2:11][CH2:12][CH:13]([CH3:15])[CH3:14])[CH3:5]. Product: [CH2:4]([O:6][C:7]([C:8]1[CH:9]=[C:10]([CH2:11][CH2:12][CH:13]([CH3:15])[CH3:14])[NH:3][N:2]=1)=[O:18])[CH3:5]. The catalyst class is: 14. (2) Reactant: [CH2:1]([O:8][C:9]([N:11]([CH3:19])[CH2:12][CH2:13][CH2:14][CH2:15][C:16](O)=[O:17])=[O:10])[C:2]1[CH:7]=[CH:6][CH:5]=[CH:4][CH:3]=1.S(Cl)([Cl:22])=O. Product: [Cl:22][C:16](=[O:17])[CH2:15][CH2:14][CH2:13][CH2:12][N:11]([CH3:19])[C:9](=[O:10])[O:8][CH2:1][C:2]1[CH:7]=[CH:6][CH:5]=[CH:4][CH:3]=1. The catalyst class is: 4. (3) Reactant: F[C:2]1[CH:3]=[C:4]([CH:28]=[C:29]([C:31]([F:34])([F:33])[F:32])[CH:30]=1)[C:5]([NH:7][C:8]1[CH:13]=[CH:12][C:11]([CH3:14])=[C:10]([C:15]2[CH:23]=[C:22]3[C:18]([C:19]4[CH:27]=[N:26][CH:25]=[N:24][C:20]=4[NH:21]3)=[CH:17][CH:16]=2)[CH:9]=1)=[O:6].[NH:35]1[CH:39]=[C:38]([CH:40]=[O:41])[N:37]=[CH:36]1.[C:42](=[O:45])([O-])[O-:43].[K+].[K+]. Product: [F:32][C:31]([F:34])([F:33])[C:42]([OH:43])=[O:45].[CH:40]([C:38]1[N:37]=[CH:36][N:35]([C:2]2[CH:3]=[C:4]([CH:28]=[C:29]([C:31]([F:32])([F:34])[F:33])[CH:30]=2)[C:5]([NH:7][C:8]2[CH:13]=[CH:12][C:11]([CH3:14])=[C:10]([C:15]3[CH:23]=[C:22]4[C:18]([C:19]5[CH:27]=[N:26][CH:25]=[N:24][C:20]=5[NH:21]4)=[CH:17][CH:16]=3)[CH:9]=2)=[O:6])[CH:39]=1)=[O:41]. The catalyst class is: 198. (4) Reactant: C(OC([N:8]1[C:16]2[C:11](=[CH:12][C:13]([N:17](C(OC(C)(C)C)=O)[C:18]3[CH:23]=[CH:22][N:21]=[C:20]([C:24]4[CH:29]=[CH:28][CH:27]=[C:26]([O:30][CH:31]5[CH2:35][CH2:34][N:33](C(OC(C)(C)C)=O)[CH2:32]5)[CH:25]=4)[N:19]=3)=[CH:14][CH:15]=2)[CH:10]=[N:9]1)=O)(C)(C)C.Cl.[OH-].[Na+]. Product: [NH:33]1[CH2:34][CH2:35][CH:31]([O:30][C:26]2[CH:25]=[C:24]([C:20]3[N:19]=[C:18]([NH:17][C:13]4[CH:12]=[C:11]5[C:16](=[CH:15][CH:14]=4)[NH:8][N:9]=[CH:10]5)[CH:23]=[CH:22][N:21]=3)[CH:29]=[CH:28][CH:27]=2)[CH2:32]1. The catalyst class is: 6. (5) Reactant: [F:1][C:2]1[CH:7]=[C:6]([F:8])[CH:5]=[CH:4][C:3]=1[CH:9]([F:23])[CH:10]1[CH2:15][CH2:14][N:13](C(OC(C)(C)C)=O)[CH2:12][CH2:11]1.[ClH:24]. Product: [ClH:24].[F:1][C:2]1[CH:7]=[C:6]([F:8])[CH:5]=[CH:4][C:3]=1[CH:9]([F:23])[CH:10]1[CH2:15][CH2:14][NH:13][CH2:12][CH2:11]1. The catalyst class is: 12.